This data is from NCI-60 drug combinations with 297,098 pairs across 59 cell lines. The task is: Regression. Given two drug SMILES strings and cell line genomic features, predict the synergy score measuring deviation from expected non-interaction effect. Drug 1: CC1=C(C(=CC=C1)Cl)NC(=O)C2=CN=C(S2)NC3=CC(=NC(=N3)C)N4CCN(CC4)CCO. Drug 2: CC1C(C(CC(O1)OC2CC(CC3=C2C(=C4C(=C3O)C(=O)C5=CC=CC=C5C4=O)O)(C(=O)C)O)N)O. Cell line: M14. Synergy scores: CSS=46.9, Synergy_ZIP=6.59, Synergy_Bliss=9.03, Synergy_Loewe=-2.80, Synergy_HSA=9.02.